Dataset: Peptide-MHC class I binding affinity with 185,985 pairs from IEDB/IMGT. Task: Regression. Given a peptide amino acid sequence and an MHC pseudo amino acid sequence, predict their binding affinity value. This is MHC class I binding data. (1) The peptide sequence is KEKDMTKEFF. The MHC is HLA-B40:02 with pseudo-sequence HLA-B40:02. The binding affinity (normalized) is 0.481. (2) The peptide sequence is TLNAWVKVV. The MHC is HLA-A02:02 with pseudo-sequence HLA-A02:02. The binding affinity (normalized) is 0.593. (3) The peptide sequence is RYIYKVLPQGW. The MHC is Mamu-B52 with pseudo-sequence Mamu-B52. The binding affinity (normalized) is 0.240.